This data is from Forward reaction prediction with 1.9M reactions from USPTO patents (1976-2016). The task is: Predict the product of the given reaction. (1) Given the reactants [CH2:1]([N:8]1[CH2:29][CH2:28][CH2:27][C:10]2([N:14]([CH2:15][CH2:16][C:17]3[CH:22]=[CH:21][C:20]([O:23][CH3:24])=[CH:19][CH:18]=3)[C:13](=[O:25])[NH:12][C:11]2=[O:26])[CH2:9]1)[C:2]1[CH:7]=[CH:6][CH:5]=[CH:4][CH:3]=1.Br[CH2:31][CH:32]([CH3:34])[CH3:33].C(=O)([O-])[O-].[K+].[K+], predict the reaction product. The product is: [CH2:1]([N:8]1[CH2:29][CH2:28][CH2:27][C:10]2([N:14]([CH2:15][CH2:16][C:17]3[CH:18]=[CH:19][C:20]([O:23][CH3:24])=[CH:21][CH:22]=3)[C:13](=[O:25])[N:12]([CH2:31][CH:32]([CH3:34])[CH3:33])[C:11]2=[O:26])[CH2:9]1)[C:2]1[CH:3]=[CH:4][CH:5]=[CH:6][CH:7]=1. (2) Given the reactants N#N.[NH:3]1[C:7]2[CH:8]=[CH:9][CH:10]=[CH:11][C:6]=2[N:5]=[C:4]1[CH:12]([NH:26]C(=O)OC(C)(C)C)[CH2:13][C:14]1[C:19]([F:20])=[C:18]([F:21])[C:17]([O:22][CH3:23])=[C:16]([F:24])[C:15]=1[F:25].Cl, predict the reaction product. The product is: [NH:3]1[C:7]2[CH:8]=[CH:9][CH:10]=[CH:11][C:6]=2[N:5]=[C:4]1[CH:12]([NH2:26])[CH2:13][C:14]1[C:19]([F:20])=[C:18]([F:21])[C:17]([O:22][CH3:23])=[C:16]([F:24])[C:15]=1[F:25]. (3) Given the reactants O.[F-].C([N+](C)(C)C)C1C=CC=CC=1.[C:14]1([C:20]2([N:49]([CH3:51])[CH3:50])[CH2:25][CH2:24][CH:23]([CH2:26][O:27][CH2:28][C:29]3[C:37]4[C:32](=[CH:33][CH:34]=[C:35]([C:38]([F:41])([F:40])[F:39])[CH:36]=4)[NH:31][C:30]=3[Si](CC)(CC)CC)[CH2:22][CH2:21]2)[CH:19]=[CH:18][CH:17]=[CH:16][CH:15]=1, predict the reaction product. The product is: [C:14]1([C:20]2([N:49]([CH3:51])[CH3:50])[CH2:25][CH2:24][CH:23]([CH2:26][O:27][CH2:28][C:29]3[C:37]4[C:32](=[CH:33][CH:34]=[C:35]([C:38]([F:39])([F:40])[F:41])[CH:36]=4)[NH:31][CH:30]=3)[CH2:22][CH2:21]2)[CH:19]=[CH:18][CH:17]=[CH:16][CH:15]=1. (4) Given the reactants [C:1]([O:5][C:6]([N:8]1[CH2:12][C@H:11]([F:13])[CH2:10][C@H:9]1[C:14]([OH:16])=O)=[O:7])([CH3:4])([CH3:3])[CH3:2].[CH3:17][O:18][C:19](=[O:28])[C:20]1[CH:25]=[CH:24][C:23]([NH2:26])=[CH:22][C:21]=1[Br:27].CN(C(ON1N=NC2C=CC=CC1=2)=[N+](C)C)C.F[P-](F)(F)(F)(F)F.CCN(C(C)C)C(C)C, predict the reaction product. The product is: [C:1]([O:5][C:6]([N:8]1[CH2:12][C@H:11]([F:13])[CH2:10][C@H:9]1[C:14](=[O:16])[NH:26][C:23]1[CH:24]=[CH:25][C:20]([C:19]([O:18][CH3:17])=[O:28])=[C:21]([Br:27])[CH:22]=1)=[O:7])([CH3:2])([CH3:3])[CH3:4]. (5) Given the reactants [F:1][C:2]1[C:7]([F:8])=[CH:6][CH:5]=[CH:4][C:3]=1/[C:9](=[N:11]/[S@@:12]([C:14]([CH3:17])([CH3:16])[CH3:15])=[O:13])/[CH3:10].[Cl-].[C:19]([O:23][C:24](=[O:27])[CH2:25][Zn+])([CH3:22])([CH3:21])[CH3:20], predict the reaction product. The product is: [F:1][C:2]1[C:7]([F:8])=[CH:6][CH:5]=[CH:4][C:3]=1[C@:9]([NH:11][S@@:12]([C:14]([CH3:15])([CH3:17])[CH3:16])=[O:13])([CH3:10])[CH2:25][C:24]([O:23][C:19]([CH3:22])([CH3:21])[CH3:20])=[O:27].